From a dataset of Forward reaction prediction with 1.9M reactions from USPTO patents (1976-2016). Predict the product of the given reaction. (1) Given the reactants [Cl:1][C:2]1[C:47]([F:48])=[CH:46][CH:45]=[CH:44][C:3]=1[CH2:4][NH:5][C:6](=[O:43])[N:7]([C@H:9]([CH2:27][O:28][C:29](=[O:42])[NH:30][C:31]1[N:32]=[CH:33][C:34]2[C:39]([CH:40]=1)=[CH:38][C:37]([F:41])=[CH:36][CH:35]=2)[CH2:10][CH2:11][C:12]([N:14]1[CH2:19][CH2:18][N:17](C(OC(C)(C)C)=O)[CH2:16][CH2:15]1)=[O:13])[CH3:8].Cl, predict the reaction product. The product is: [F:41][C:37]1[CH:38]=[C:39]2[C:34](=[CH:35][CH:36]=1)[CH:33]=[N:32][C:31]([NH:30][C:29](=[O:42])[O:28][CH2:27][C@@H:9]([N:7]([CH3:8])[C:6]([NH:5][CH2:4][C:3]1[CH:44]=[CH:45][CH:46]=[C:47]([F:48])[C:2]=1[Cl:1])=[O:43])[CH2:10][CH2:11][C:12](=[O:13])[N:14]1[CH2:19][CH2:18][NH:17][CH2:16][CH2:15]1)=[CH:40]2. (2) Given the reactants Br[C:2]1[NH:3][C:4]2[C:9]([C:10]=1[CH:11]=[O:12])=[CH:8][C:7]([O:13][CH3:14])=[CH:6][C:5]=2[F:15].[CH3:16][N:17]1[C:21]([CH3:22])=[C:20](B2OC(C)(C)C(C)(C)O2)[C:19]([CH3:32])=[N:18]1.C1(P(C2C=CC=CC=2)C2C=CC=CC=2)C=CC=CC=1.P([O-])([O-])([O-])=O.[K+].[K+].[K+], predict the reaction product. The product is: [F:15][C:5]1[CH:6]=[C:7]([O:13][CH3:14])[CH:8]=[C:9]2[C:4]=1[NH:3][C:2]([C:20]1[C:19]([CH3:32])=[N:18][N:17]([CH3:16])[C:21]=1[CH3:22])=[C:10]2[CH:11]=[O:12]. (3) Given the reactants [Cl:1][C:2]1[C:3]([CH:31]=O)=[C:4]([C:27]([F:30])([F:29])[F:28])[CH:5]=[C:6]2[C:11]=1[NH:10][C:9](=[O:12])[N:8]([CH2:13][C:14]1[CH:19]=[C:18]([Cl:20])[CH:17]=[CH:16][C:15]=1[S:21]([CH2:24][CH3:25])(=[O:23])=[O:22])[C:7]2=[O:26].[F:33][CH:34]([F:42])[CH2:35][N:36]1[CH2:41][CH2:40][NH:39][CH2:38][CH2:37]1, predict the reaction product. The product is: [Cl:1][C:2]1[C:3]([CH2:31][N:39]2[CH2:40][CH2:41][N:36]([CH2:35][CH:34]([F:42])[F:33])[CH2:37][CH2:38]2)=[C:4]([C:27]([F:29])([F:30])[F:28])[CH:5]=[C:6]2[C:11]=1[NH:10][C:9](=[O:12])[N:8]([CH2:13][C:14]1[CH:19]=[C:18]([Cl:20])[CH:17]=[CH:16][C:15]=1[S:21]([CH2:24][CH3:25])(=[O:22])=[O:23])[C:7]2=[O:26]. (4) Given the reactants C(O)(C(F)(F)F)=O.[CH2:8]([O:15][C:16]1[C:17]([NH:28]C(OC(C)(C)C)=O)=[N:18][N:19]([C:21]2[CH:26]=[CH:25][CH:24]=[CH:23][C:22]=2[F:27])[CH:20]=1)[C:9]1[CH:14]=[CH:13][CH:12]=[CH:11][CH:10]=1.[OH-].[Na+], predict the reaction product. The product is: [NH2:28][C:17]1[C:16]([O:15][CH2:8][C:9]2[CH:14]=[CH:13][CH:12]=[CH:11][CH:10]=2)=[CH:20][N:19]([C:21]2[CH:26]=[CH:25][CH:24]=[CH:23][C:22]=2[F:27])[N:18]=1. (5) Given the reactants Cl[C:2]1[N:7]=[C:6]2[N:8]=[C:9]([NH:12][C:13]([NH:15][CH2:16][CH3:17])=[O:14])[CH:10]=[CH:11][C:5]2=[N:4][CH:3]=1.[CH:18]1([C:24]2[CH:30]=[CH:29][C:27]([NH2:28])=[CH:26][CH:25]=2)[CH2:23][CH2:22][CH2:21][CH2:20][CH2:19]1.CC(C)([O-])C.[Na+].C1(P(C2CCCCC2)C2C=CC=CC=2C2C=CC=CC=2)CCCCC1, predict the reaction product. The product is: [CH:18]1([C:24]2[CH:25]=[CH:26][C:27]([NH:28][C:2]3[N:7]=[C:6]4[N:8]=[C:9]([NH:12][C:13]([NH:15][CH2:16][CH3:17])=[O:14])[CH:10]=[CH:11][C:5]4=[N:4][CH:3]=3)=[CH:29][CH:30]=2)[CH2:19][CH2:20][CH2:21][CH2:22][CH2:23]1. (6) The product is: [CH3:22][N:8]1[C:7]([CH2:6][CH2:5][CH2:4][OH:3])=[CH:11][C:10]([C:12]2[CH:17]=[CH:16][C:15]([C:18]([F:19])([F:20])[F:21])=[CH:14][CH:13]=2)=[N:9]1. Given the reactants C([O:3][C:4](=O)[CH2:5][CH2:6][C:7]1[N:8]([CH3:22])[N:9]=[C:10]([C:12]2[CH:17]=[CH:16][C:15]([C:18]([F:21])([F:20])[F:19])=[CH:14][CH:13]=2)[CH:11]=1)C.[H-].[Al+3].[Li+].[H-].[H-].[H-], predict the reaction product. (7) Given the reactants [Cl:1][CH2:2][CH2:3][CH2:4][C:5]1([C:11]2[CH:20]=[CH:19][C:14]([C:15]([O:17][CH3:18])=[O:16])=[CH:13][CH:12]=2)SCCCS1.C(#N)C.FC(F)(F)C(OI(C1C=CC=CC=1)OC(=O)C(F)(F)F)=[O:27], predict the reaction product. The product is: [Cl:1][CH2:2][CH2:3][CH2:4][C:5]([C:11]1[CH:20]=[CH:19][C:14]([C:15]([O:17][CH3:18])=[O:16])=[CH:13][CH:12]=1)=[O:27]. (8) Given the reactants C([O:3][C:4]([C:6]1[CH:7]=[C:8]2[C:13](=[CH:14][CH:15]=1)[NH:12][CH:11]([C:16]1[CH:21]=[C:20]([N:22]3[CH2:27][CH2:26][NH:25][CH2:24][CH2:23]3)[CH:19]=[C:18]([F:28])[CH:17]=1)[C:10]([CH3:30])([CH3:29])[CH2:9]2)=[O:5])C.O.[OH-].[Li+].O.Cl, predict the reaction product. The product is: [F:28][C:18]1[CH:17]=[C:16]([CH:11]2[C:10]([CH3:29])([CH3:30])[CH2:9][C:8]3[C:13](=[CH:14][CH:15]=[C:6]([C:4]([OH:5])=[O:3])[CH:7]=3)[NH:12]2)[CH:21]=[C:20]([N:22]2[CH2:27][CH2:26][NH:25][CH2:24][CH2:23]2)[CH:19]=1. (9) Given the reactants [CH3:1][O:2][C:3]12[CH2:12][CH:7]3[CH2:8][CH:9]([CH2:11][C:5]([CH2:13][N:14]4[C:18]([CH3:19])=[CH:17][CH:16]=[N:15]4)([CH2:6]3)[CH2:4]1)[CH2:10]2.[I:20]N1C(=O)CCC1=O, predict the reaction product. The product is: [I:20][C:17]1[CH:16]=[N:15][N:14]([CH2:13][C:5]23[CH2:6][CH:7]4[CH2:8][CH:9]([CH2:10][C:3]([O:2][CH3:1])([CH2:12]4)[CH2:4]2)[CH2:11]3)[C:18]=1[CH3:19].